From a dataset of Experimentally validated miRNA-target interactions with 360,000+ pairs, plus equal number of negative samples. Binary Classification. Given a miRNA mature sequence and a target amino acid sequence, predict their likelihood of interaction. (1) The protein sequence of the target gene is MAMQTVREGLFSAPQTSWWTAFGSQPLAPESLAGDSDSFAGVKVGSVGETGQRVDKQSNSATHLAFSLGDVKSPRLVPKPHGATFSMQSPCLELGFSQPPIYTKYPYGEQQYYGVVSAYGSQSRVMLPLNMETEDSTIYVNSKQYHGIIRRRQSRAKAAAVLDQKKLSSRCRKPYMHHSRHLHALRRPRGSGGRFLNTKSQNLENSGTNAKKGDGSMQIQSQPKPQQSNSQNSEVVHPENGTMNLSNGLNVSGSEVTSMNYFLSSPVHSLGGMVMPSKWIAAAAAMDNGCCNFKT. The miRNA is hsa-miR-4682 with sequence UCUGAGUUCCUGGAGCCUGGUCU. Result: 0 (no interaction). (2) The miRNA is mmu-miR-669f-3p with sequence CAUAUACAUACACACACACGUAU. The protein sequence of the target gene is MKALDEPPYLTVGTDVSAKYRGAFCEAKIKTAKRLVKVKVTFRHDSSTVEVQDDHIKGPLKVGAIVEVKNLDGAYQEAVINKLTDASWYTVVFDDGDEKTLRRSSLCLKGERHFAESETLDQLPLTNPEHFGTPVIGKKTNRGRRSNHIPEEESSSSSSDDDEEERKQTDELLGKVVCVDYVSLEKKKAMWFPALVVCPDCSDEIAVKKDNILVRSFKDGKFTSVPRKDVHEITSDTVPKPDAVLKQAFDQALEFHKSRAIPANWKTELKEDSSSSEAEEEEEEEDDEKEKEDNSSEEEE.... Result: 1 (interaction). (3) The protein sequence of the target gene is MAAPPQLRALLVVVNALLRKRRYHAALAVLKGFRNGAVYGAKIRAPHALVMTFLFRNGSLQEKLWAILQATYIHSWNLARFVFTYKGLRALQSYIQGKTYPAHAFLAAFLGGILVFGENNNINSQINMYLLSRVLFALSRLAVEKGYIPEPRWDPFPLLTAVVWGLVLWLFEYHRSTLQPSLQSSMTYLYEDSNVWHDISDFLVYNKSRPSN. The miRNA is hsa-miR-4713-5p with sequence UUCUCCCACUACCAGGCUCCCA. Result: 1 (interaction). (4) The miRNA is mmu-miR-129-5p with sequence CUUUUUGCGGUCUGGGCUUGC. The protein sequence of the target gene is MGGSTRDPGALEGAGILGQSPYERLSQRMLDISGDRGVLKDIIREGTGDTVTPDASVLVKYSGYLEHMDKPFDSNCFRKTPRLMKLGEDITLWGMELGLLSMRKGELARFLFKPAYAYGTLGCPPLIPPNATVLFEIELIDFLDSAESDKFCALSAEQQEQFPLQKVLKVAATEREFGNYLFRQNRFCDAKVRYKRALLLLHRRLATCEEQHLVEPAVLLVLLNLSFVYLKLDRPAMALRYGEQALLIDKRNAKALFRCGQACLLLTEYERARDFLVRAQKEQPCNHDINNELKKLSSHY.... Result: 1 (interaction). (5) The miRNA is mmu-miR-3058-3p with sequence UUCCUGUCAGCCGUGGGUGCC. The protein sequence of the target gene is MAEASPHPGRYFCHCCSVEIVPRLPDYICPRCESGFIEELPEETRSTENGSAPSTAPTDQSRPPLEHVDQHLFTLPQGYGQFAFGIFDDSFEIPTFPPGAQADDGRDPESRRERDHPSRHRYGARQPRARLTTRRATGRHEGVPTLEGIIQQLVNGIITPATIPSLGPWGVLHSNPMDYAWGANGLDAIITQLLNQFENTGPPPADKEKIQALPTVPVTEEHVGSGLECPVCKDDYALGERVRQLPCNHLFHDGCIVPWLEQHDSCPVCRKSLTGQNTATNPPGLTGVSFSSSSSSSSSS.... Result: 0 (no interaction). (6) The miRNA is mmu-miR-344b-3p with sequence CAUUUAGCCAAAGCCUGACUGU. The protein sequence of the target gene is MAAPPLGRLVLTHLLVALFGMGSWAAVNGIWVELPVVVKELPEGWSLPSYLSVLVALGNLGLLLVTLWRRLARGKGEQVPIRVVQGLGIVGTGLLASLWNHVAPVAGKPYSVAFLTLAFVLALACCASNVTFLPFLSHLPPPFLRSFFLGQGLSALLPCVLALGQGVGRLECLHVPANRTTGPPIEVSPINFPERFSATTFFWVLTALLGTSAAAFQGLLLLLPSPTSEPTTGTGLRVETPGTEEEEEEEEASPLQEPPGQVAGIVSSPDPKAHQLFSSRSACLLGLLAITNALTNGVLP.... Result: 0 (no interaction). (7) The miRNA is cel-miR-1019-3p with sequence CUGUAAUUCCACAUUGCUUUCCAG. The protein sequence of the target gene is METPTPLPPVPASPTCNPAPRTIQIEFPQHSSSLLESLNRHRLEGKFCDVSLLVQGRELRAHKAVLAAASPYFHDKLLLGDAPRLTLPSVIEADAFEGLLQLIYSGRLRLPLDALPAHLLVASGLQMWQVVDQCSEILRELETSGGGISARGGNSYHALLSTTSSTGGWCIRSSPFQTPVQSSASTESPASTESPVGGEGSELGEVLQIQVEEEEEEEEDDDDEDQGSATLSQTPQPQRVSGVFPRPHGPHPLPMTATPRKLPEGESAPLELPAPPALPPKIFYIKQEPFEPKEEISGSG.... Result: 0 (no interaction). (8) The miRNA is rno-miR-543-5p with sequence AAGUUGCCCGCGUGUUUUUCG. The protein sequence of the target gene is MSATSVDQRPKGQGNKVSVQNGSIHQKDAVNDDDFEPYLSSQTNQNNSYPPMSDPYMPSYYAPSIGFPYSLGEAAWSTAGDQPMPYLTTYGQMSNGEHHYIPDGVFSQPGALGNTPPFLGQHGFNFFPGNADFSTWGTSGSQGQSTQNSAYSSSYGYPPSSLGRAITDGQAGFGNDTLSKVPGISSIEQGMTGLKIGGDLTAAVTKTVGTALSSSGMTSIATNNVPPVSSAAPKPTSWAAIARKPAKPQPKLKPKGNVGIGGSAVPPPPIKHNMNIGTWDEKGSVVKAPPTQPVLPPQTI.... Result: 0 (no interaction). (9) The miRNA is hsa-miR-8068 with sequence UGUUUGUUGUAAGGAUCGUUGU. The protein sequence of the target gene is MECLYYFLGFLLLAARLPLDAAKRFHDVLGNERPSAYMREHNQLNGWSSDENDWNEKLYPVWKRGDMRWKNSWKGGRVQAVLTSDSPALVGSNITFAVNLIFPRCQKEDANGNIVYEKNCRNEAGLSADPYVYNWTAWSEDSDGENGTGQSHHNVFPDGKPFPHHPGWRRWNFIYVFHTLGQYFQKLGRCSVRVSVNTANVTLGPQLMEVTVYRRHGRAYVPIAQVKDVYVVTDQIPVFVTMFQKNDRNSSDETFLKDLPIMFDVLIHDPSHFLNYSTINYKWSFGDNTGLFVSTNHTVN.... Result: 0 (no interaction).